Dataset: Forward reaction prediction with 1.9M reactions from USPTO patents (1976-2016). Task: Predict the product of the given reaction. (1) The product is: [Cl:36][C:7]1[C:6]2[C:10](=[C:11]([CH3:13])[CH:12]=[C:4]([O:3][CH:2]([F:1])[F:28])[C:5]=2[C:14]([C:17]2[NH:21][C:20]3[CH:22]=[CH:23][C:24]([C:26]#[N:27])=[CH:25][C:19]=3[N:18]=2)([OH:16])[CH3:15])[NH:9][CH:8]=1. Given the reactants [F:1][CH:2]([F:28])[O:3][C:4]1[C:5]([C:14]([C:17]2[NH:21][C:20]3[CH:22]=[CH:23][C:24]([C:26]#[N:27])=[CH:25][C:19]=3[N:18]=2)([OH:16])[CH3:15])=[C:6]2[C:10](=[C:11]([CH3:13])[CH:12]=1)[NH:9][CH:8]=[CH:7]2.C1C(=O)N([Cl:36])C(=O)C1, predict the reaction product. (2) Given the reactants [CH3:1][O:2][C:3]1[N:4]=[C:5]2[CH2:12][CH2:11][CH2:10][O:9][C:6]2=[N:7][CH:8]=1.[Br:13]N1C(=O)CCC1=O.C(OCC)(=O)C, predict the reaction product. The product is: [Br:13][C:8]1[N:7]=[C:6]2[O:9][CH2:10][CH2:11][CH2:12][C:5]2=[N:4][C:3]=1[O:2][CH3:1].